This data is from Full USPTO retrosynthesis dataset with 1.9M reactions from patents (1976-2016). The task is: Predict the reactants needed to synthesize the given product. Given the product [C:42]([C:12]1[C:13]2[C:18]([C:5]([C:1]([CH3:3])([CH3:4])[CH3:2])=[C:6]3[C:11]=1[CH:10]=[C:9]([N:46]([C:47]1[CH:7]=[CH:6][C:5]4[C:51](=[CH:50][CH:49]=[CH:2][CH:1]=4)[CH:52]=1)[C:53]1[CH:65]=[CH:64][CH:63]=[CH:55][CH:54]=1)[CH:8]=[CH:7]3)=[CH:17][C:16]([N:19]([C:26]1[CH:27]=[CH:28][C:36]3[C:37](=[CH:32][CH:31]=[CH:30][CH:35]=3)[CH:38]=1)[C:20]1[CH:25]=[CH:24][CH:23]=[CH:22][CH:21]=1)=[CH:15][CH:14]=2)([CH3:44])([CH3:45])[CH3:43], predict the reactants needed to synthesize it. The reactants are: [C:1]([C:5]1(O)[C:18]2[CH:17]=[C:16]([N:19]([C:26]3[CH:38]=[CH:37][C:36]4[C:35]5[C:30](=[CH:31][CH:32]=CC=5)C(C)(C)[C:28]=4[CH:27]=3)[C:20]3[CH:25]=[CH:24][CH:23]=[CH:22][CH:21]=3)[CH:15]=[CH:14][C:13]=2[C:12]([C:42]([CH3:45])([CH3:44])[CH3:43])(O)[C:11]2[C:6]1=[CH:7][CH:8]=[C:9]([N:46]([C:53]1[CH:65]=[CH:64][C:63]3C4C(=CC=CC=4)C(C)(C)[C:55]=3[CH:54]=1)[C:47]1[CH:52]=[CH:51][CH:50]=[CH:49]C=1)[CH:10]=2)([CH3:4])([CH3:3])[CH3:2].[Sn](Cl)(Cl)(Cl)Cl.Cl.